From a dataset of Full USPTO retrosynthesis dataset with 1.9M reactions from patents (1976-2016). Predict the reactants needed to synthesize the given product. (1) Given the product [O:11]1[CH:12]=[N:13][N:14]=[C:10]1[C:6]1[CH:5]=[C:4]([CH:9]=[CH:8][CH:7]=1)[NH2:1], predict the reactants needed to synthesize it. The reactants are: [N+:1]([C:4]1[CH:5]=[C:6]([C:10]2[O:11][CH:12]=[N:13][N:14]=2)[CH:7]=[CH:8][CH:9]=1)([O-])=O.[H][H]. (2) Given the product [S:1]([N:11]1[C:15]2[N:16]=[CH:17][C:18]3[N:19]([C:20]([C:23]45[CH2:28][CH2:27][C:26]([NH:31][S:43]([CH:40]6[CH2:42][CH2:41]6)(=[O:45])=[O:44])([CH2:29][CH2:30]4)[CH2:25][CH2:24]5)=[N:21][CH:22]=3)[C:14]=2[CH:13]=[CH:12]1)([C:4]1[CH:5]=[CH:6][C:7]([CH3:8])=[CH:9][CH:10]=1)(=[O:3])=[O:2], predict the reactants needed to synthesize it. The reactants are: [S:1]([N:11]1[C:15]2[N:16]=[CH:17][C:18]3[N:19]([C:20]([C:23]45[CH2:30][CH2:29][C:26]([NH:31]C(=O)OC(C)(C)C)([CH2:27][CH2:28]4)[CH2:25][CH2:24]5)=[N:21][CH:22]=3)[C:14]=2[CH:13]=[CH:12]1)([C:4]1[CH:10]=[CH:9][C:7]([CH3:8])=[CH:6][CH:5]=1)(=[O:3])=[O:2].Cl.[CH:40]1([S:43](Cl)(=[O:45])=[O:44])[CH2:42][CH2:41]1. (3) Given the product [Cl:5][C:6]1[CH:11]=[CH:10][CH:9]=[CH:8][C:7]=1[CH2:12][N:13]1[C:14]([OH:34])=[C:15]([C:30]([NH:4][CH:2]([CH3:3])[CH3:1])=[O:31])[C:16]([OH:29])=[C:17]([C:20]([NH:22][CH2:23][C:24]([OH:26])=[O:25])=[O:21])[C:18]1=[O:19], predict the reactants needed to synthesize it. The reactants are: [CH3:1][CH:2]([NH2:4])[CH3:3].[Cl:5][C:6]1[CH:11]=[CH:10][CH:9]=[CH:8][C:7]=1[CH2:12][N:13]1[C:18](=[O:19])[C:17]([C:20]([NH:22][CH2:23][C:24]([O:26]CC)=[O:25])=[O:21])=[C:16]([OH:29])[C:15]([C:30](OC)=[O:31])=[C:14]1[OH:34]. (4) Given the product [F:23][C:3]1[CH:4]=[C:5]([C:8]([C:10]2[CH:15]=[CH:14][C:13]([O:16][CH:17]3[CH2:22][CH2:21][CH2:20][CH2:19][O:18]3)=[CH:12][CH:11]=2)=[O:9])[CH:6]=[CH:7][C:2]=1[C:26]#[C:25][CH2:24][N:27]1[CH2:31][CH2:30][CH2:29][CH2:28]1, predict the reactants needed to synthesize it. The reactants are: Br[C:2]1[CH:7]=[CH:6][C:5]([C:8]([C:10]2[CH:15]=[CH:14][C:13]([O:16][CH:17]3[CH2:22][CH2:21][CH2:20][CH2:19][O:18]3)=[CH:12][CH:11]=2)=[O:9])=[CH:4][C:3]=1[F:23].[CH2:24]([N:27]1[CH2:31][CH2:30][CH2:29][CH2:28]1)[C:25]#[CH:26]. (5) Given the product [NH2:14][C:11]1[N:12]=[CH:13][C:8]([C:26]2[CH:27]=[CH:28][C:29]([C:30]([N:32]3[CH2:33][CH2:34][O:35][CH2:36][CH2:37]3)=[O:31])=[C:24]([Cl:23])[CH:25]=2)=[CH:9][C:10]=1[C:15]1[N:16]=[N:17][N:18]([CH:20]([CH3:22])[CH3:21])[CH:19]=1, predict the reactants needed to synthesize it. The reactants are: C([O-])([O-])=O.[Cs+].[Cs+].Br[C:8]1[CH:9]=[C:10]([C:15]2[N:16]=[N:17][N:18]([CH:20]([CH3:22])[CH3:21])[CH:19]=2)[C:11]([NH2:14])=[N:12][CH:13]=1.[Cl:23][C:24]1[CH:25]=[C:26](B(O)O)[CH:27]=[CH:28][C:29]=1[C:30]([N:32]1[CH2:37][CH2:36][O:35][CH2:34][CH2:33]1)=[O:31]. (6) Given the product [F:1][C:2]1[CH:7]=[C:6]([CH2:13][C:14]([O:16][C:17]([CH3:20])([CH3:19])[CH3:18])=[O:15])[CH:5]=[C:4]([F:8])[C:3]=1[N+:9]([O-:11])=[O:10], predict the reactants needed to synthesize it. The reactants are: [F:1][C:2]1[CH:7]=[CH:6][CH:5]=[C:4]([F:8])[C:3]=1[N+:9]([O-:11])=[O:10].Cl[CH2:13][C:14]([O:16][C:17]([CH3:20])([CH3:19])[CH3:18])=[O:15].CC(C)([O-])C.[K+].Cl. (7) Given the product [CH3:1][O:2][C:3]1[CH:11]=[CH:10][C:9]2[N:8]3[CH2:12][CH2:13][N:14]([CH3:19])[C:15](=[O:16])[C:7]3=[CH:6][C:5]=2[CH:4]=1, predict the reactants needed to synthesize it. The reactants are: [CH3:1][O:2][C:3]1[CH:11]=[CH:10][C:9]2[N:8]3[CH2:12][CH2:13][NH:14][C:15](=[O:16])[C:7]3=[CH:6][C:5]=2[CH:4]=1.[H-].[Na+].[CH3:19]I. (8) Given the product [O:1]1[CH2:2][CH2:3][N:4]([CH2:7][CH2:8][S:9]([C:11]2[CH:37]=[CH:36][C:14]([CH2:15][O:16][C:17]3[CH:18]=[N:19][C:20]([N:23]4[CH2:28][CH2:27][N:26]([C:29]([O:31][C:32]([CH3:34])([CH3:33])[CH3:35])=[O:30])[CH2:25][CH2:24]4)=[N:21][CH:22]=3)=[CH:13][CH:12]=2)(=[O:38])=[O:10])[CH2:5][CH2:6]1, predict the reactants needed to synthesize it. The reactants are: [O:1]1[CH2:6][CH2:5][N:4]([CH2:7][CH2:8][S:9]([C:11]2[CH:37]=[CH:36][C:14]([CH2:15][O:16][C:17]3[CH:18]=[N:19][C:20]([N:23]4[CH2:28][CH2:27][N:26]([C:29]([O:31][C:32]([CH3:35])([CH3:34])[CH3:33])=[O:30])[CH2:25][CH2:24]4)=[N:21][CH:22]=3)=[CH:13][CH:12]=2)=[O:10])[CH2:3][CH2:2]1.[OH:38]O. (9) Given the product [F:1][C:2]1[CH:3]=[C:4]([C@@H:8]([NH:10][C:40]([C:36]2[CH:35]=[C:34]3[C:39](=[CH:38][CH:37]=2)[N:31]([CH2:30][C:27]2[CH:26]=[CH:25][C:24]([C:19]4[C:18]([C:16]([OH:17])=[O:15])=[CH:23][CH:22]=[CH:21][CH:20]=4)=[CH:29][CH:28]=2)[C:32]([CH3:44])=[C:33]3[CH3:43])=[O:41])[CH3:9])[CH:5]=[CH:6][CH:7]=1, predict the reactants needed to synthesize it. The reactants are: [F:1][C:2]1[CH:3]=[C:4]([C@@H:8]([NH2:10])[CH3:9])[CH:5]=[CH:6][CH:7]=1.C([O:15][C:16]([C:18]1[CH:23]=[CH:22][CH:21]=[CH:20][C:19]=1[C:24]1[CH:29]=[CH:28][C:27]([CH2:30][N:31]2[C:39]3[C:34](=[CH:35][C:36]([C:40](O)=[O:41])=[CH:37][CH:38]=3)[C:33]([CH3:43])=[C:32]2[CH3:44])=[CH:26][CH:25]=1)=[O:17])(C)(C)C. (10) Given the product [Cl:11][C:12]1[C:21]2[C:16](=[CH:17][C:18]([O:23][CH3:24])=[CH:19][CH:20]=2)[CH:15]=[CH:14][N:13]=1.[Cl:25][C:26]1[C:35]2[C:30](=[CH:31][C:32]([OH:36])=[CH:33][CH:34]=2)[CH:29]=[CH:28][N:27]=1, predict the reactants needed to synthesize it. The reactants are: COC1C=C(C=CC=1)C=O.[Cl:11][C:12]1[C:21]2[C:16](=[CH:17][C:18]([O:23][CH3:24])=[C:19](C)[CH:20]=2)[CH:15]=[CH:14][N:13]=1.[Cl:25][C:26]1[C:35]2[C:30](=[CH:31][C:32]([O:36]C)=[CH:33][CH:34]=2)[CH:29]=[CH:28][N:27]=1.